From a dataset of Catalyst prediction with 721,799 reactions and 888 catalyst types from USPTO. Predict which catalyst facilitates the given reaction. (1) Reactant: [CH3:1][O:2][C:3]1[CH:4]=[C:5]([CH2:11][CH2:12][N:13]2[C:18](=[O:19])[C:17]3[CH:20]=[C:21]([CH2:23][CH3:24])[S:22][C:16]=3[NH:15][C:14]2=[O:25])[CH:6]=[CH:7][C:8]=1[O:9][CH3:10].Br[CH2:27][C:28]1[CH:33]=[CH:32][C:31]([C:34]2[CH:39]=[CH:38][CH:37]=[CH:36][C:35]=2[C:40]2[N:44]=[C:43](C(Cl)(Cl)Cl)[O:42][N:41]=2)=[CH:30][CH:29]=1.C(=O)([O-])[O-:50].[K+].[K+].CN(C)C=O. The catalyst class is: 13. Product: [CH3:1][O:2][C:3]1[CH:4]=[C:5]([CH2:11][CH2:12][N:13]2[C:18](=[O:19])[C:17]3[CH:20]=[C:21]([CH2:23][CH3:24])[S:22][C:16]=3[N:15]([CH2:27][C:28]3[CH:33]=[CH:32][C:31]([C:34]4[CH:39]=[CH:38][CH:37]=[CH:36][C:35]=4[C:40]4[NH:44][C:43](=[O:50])[O:42][N:41]=4)=[CH:30][CH:29]=3)[C:14]2=[O:25])[CH:6]=[CH:7][C:8]=1[O:9][CH3:10]. (2) Reactant: [CH2:1]([N:3]([C:20]1[CH:25]=[CH:24][CH:23]=[CH:22][CH:21]=1)[C:4]([C:6]1[C:7](=[O:19])[N:8]([CH3:18])[C:9]2[C:14]([C:15]=1[OH:16])=[C:13]([Cl:17])[CH:12]=[CH:11][CH:10]=2)=[O:5])[CH3:2].[OH-].[Na+:27]. Product: [CH3:2][CH2:1][N:3]([C:4]([C:6]1[C:7](=[O:19])[N:8]([CH3:18])[C:9]2[CH:10]=[CH:11][CH:12]=[C:13]([Cl:17])[C:14]=2[C:15]=1[O-:16])=[O:5])[C:20]1[CH:21]=[CH:22][CH:23]=[CH:24][CH:25]=1.[Na+:27]. The catalyst class is: 8. (3) Reactant: Br[C:2]1[CH:11]=[CH:10][C:5]2[C:6](=[O:9])[O:7][CH2:8][C:4]=2[CH:3]=1.[C:12]([C:14]1([OH:34])[CH2:19][CH2:18][N:17]([C:20](=[O:33])[CH2:21][C:22]2[CH:27]=[CH:26][C:25]([N:28]3[CH:32]=[N:31][N:30]=[N:29]3)=[CH:24][CH:23]=2)[CH2:16][CH2:15]1)#[CH:13].C1(P(C2C=CC=CC=2)C2C=CC=CC=2)C=CC=CC=1.[F-].C([N+](CCCC)(CCCC)CCCC)CCC. The catalyst class is: 20. Product: [OH:34][C:14]1([C:12]#[C:13][C:2]2[CH:11]=[CH:10][C:5]3[C:6](=[O:9])[O:7][CH2:8][C:4]=3[CH:3]=2)[CH2:15][CH2:16][N:17]([C:20](=[O:33])[CH2:21][C:22]2[CH:23]=[CH:24][C:25]([N:28]3[CH:32]=[N:31][N:30]=[N:29]3)=[CH:26][CH:27]=2)[CH2:18][CH2:19]1. (4) Reactant: [CH:1]1(/[C:5](/B2OCC(C)(C)CO2)=[C:6](/[C:23]2[CH:28]=[CH:27][C:26](/[CH:29]=[CH:30]/[C:31]([O:33][C:34]([CH3:37])([CH3:36])[CH3:35])=[O:32])=[CH:25][CH:24]=2)\[C:7]2[CH:8]=[C:9]3[C:13](=[CH:14][CH:15]=2)[N:12]([CH:16]2[CH2:21][CH2:20][CH2:19][CH2:18][O:17]2)[N:11]=[C:10]3[F:22])[CH2:4][CH2:3][CH2:2]1.Br[C:47]1[C:48]([CH3:55])=[CH:49][C:50]([O:53][CH3:54])=[N:51][CH:52]=1.[OH-].[K+]. Product: [CH:1]1(/[C:5](/[C:47]2[CH:52]=[N:51][C:50]([O:53][CH3:54])=[CH:49][C:48]=2[CH3:55])=[C:6](/[C:23]2[CH:24]=[CH:25][C:26](/[CH:29]=[CH:30]/[C:31]([O:33][C:34]([CH3:35])([CH3:37])[CH3:36])=[O:32])=[CH:27][CH:28]=2)\[C:7]2[CH:8]=[C:9]3[C:13](=[CH:14][CH:15]=2)[N:12]([CH:16]2[CH2:21][CH2:20][CH2:19][CH2:18][O:17]2)[N:11]=[C:10]3[F:22])[CH2:4][CH2:3][CH2:2]1. The catalyst class is: 235.